This data is from Peptide-MHC class I binding affinity with 185,985 pairs from IEDB/IMGT. The task is: Regression. Given a peptide amino acid sequence and an MHC pseudo amino acid sequence, predict their binding affinity value. This is MHC class I binding data. The MHC is Mamu-B52 with pseudo-sequence Mamu-B52. The peptide sequence is YHSNVKEL. The binding affinity (normalized) is 0.